This data is from Reaction yield outcomes from USPTO patents with 853,638 reactions. The task is: Predict the reaction yield, written as a fraction of the theoretical maximum amount of product (1.0 means a 100% yield; for example, 0.34 means a 34% yield). (1) The reactants are [H-].[Na+].[OH:3][CH:4]1[CH2:9][CH2:8][N:7]([C:10]([O:12][C:13]([CH3:16])([CH3:15])[CH3:14])=[O:11])[CH2:6][CH2:5]1.Br[C:18]1[C:19]([NH2:25])=[N:20][CH:21]=[C:22]([Br:24])[N:23]=1. The catalyst is C1COCC1. The product is [NH2:25][C:19]1[C:18]([O:3][CH:4]2[CH2:5][CH2:6][N:7]([C:10]([O:12][C:13]([CH3:16])([CH3:15])[CH3:14])=[O:11])[CH2:8][CH2:9]2)=[N:23][C:22]([Br:24])=[CH:21][N:20]=1. The yield is 0.230. (2) The reactants are [Cl:1][C:2]1[CH:7]=[C:6]([Cl:8])[CH:5]=[CH:4][C:3]=1[C:9]1[C:17]2[C:13](=[C:14]([NH2:19])[N:15]([CH3:18])[N:16]=2)[CH:12]=[CH:11][CH:10]=1.ClC(Cl)(Cl)[C:22]([N:24]=[C:25]=[O:26])=O.[C:29]([O-])([O-])=O.[K+].[K+]. The catalyst is C(Cl)Cl. The product is [Cl:1][C:2]1[CH:7]=[C:6]([Cl:8])[CH:5]=[CH:4][C:3]=1[C:9]1[C:17]2[C:13](=[C:14]([NH:19][C:25](=[O:26])[N:24]([CH3:29])[CH3:22])[N:15]([CH3:18])[N:16]=2)[CH:12]=[CH:11][CH:10]=1. The yield is 0.490. (3) The reactants are [F:1][C:2]1[CH:3]=[C:4]([CH3:13])[CH:5]=[C:6]2[C:10]=1[NH:9][C:8](=O)[C:7]2=O.[H-].[H-].[H-].[H-].[Li+].[Al+3].O.[OH-].[Na+]. The catalyst is C1COCC1. The product is [F:1][C:2]1[CH:3]=[C:4]([CH3:13])[CH:5]=[C:6]2[C:10]=1[NH:9][CH:8]=[CH:7]2. The yield is 0.410. (4) The reactants are [OH:1][CH2:2][C:3]([NH:8][C:9](=[O:14])[C:10]([CH3:13])([CH3:12])[CH3:11])([CH2:6][OH:7])[CH2:4][OH:5].CO[C:17](OC)([CH3:19])[CH3:18].C(OCC)(=O)C. The catalyst is CN(C=O)C.C(OCC)C.C1(C)C=CC(S([O-])(=O)=O)=CC=1.[NH+]1C=CC=CC=1. The product is [OH:1][CH2:2][C:3]1([NH:8][C:9](=[O:14])[C:10]([CH3:11])([CH3:13])[CH3:12])[CH2:6][O:7][C:17]([CH3:19])([CH3:18])[O:5][CH2:4]1. The yield is 0.650.